This data is from Catalyst prediction with 721,799 reactions and 888 catalyst types from USPTO. The task is: Predict which catalyst facilitates the given reaction. (1) Reactant: C([O:3][C:4](=[O:36])[CH2:5][O:6][C:7]1[CH:16]=[CH:15][C:14]2[C:9](=[CH:10][CH:11]=[C:12]([C:17]3[S:21][C:20]4[CH:22]=[CH:23][CH:24]=[CH:25][C:19]=4[C:18]=3[C:26](=[O:34])[CH2:27][C:28]3[CH:33]=[CH:32][CH:31]=[CH:30][CH:29]=3)[CH:13]=2)[C:8]=1[Br:35])C.[OH-].[K+].Cl. Product: [Br:35][C:8]1[C:9]2[C:14](=[CH:13][C:12]([C:17]3[S:21][C:20]4[CH:22]=[CH:23][CH:24]=[CH:25][C:19]=4[C:18]=3[C:26](=[O:34])[CH2:27][C:28]3[CH:33]=[CH:32][CH:31]=[CH:30][CH:29]=3)=[CH:11][CH:10]=2)[CH:15]=[CH:16][C:7]=1[O:6][CH2:5][C:4]([OH:36])=[O:3]. The catalyst class is: 20. (2) Product: [CH3:15][O:14][C:11]1[N:12]=[C:13]2[C:8]([CH2:7][CH2:6][C:5](=[O:16])[N:4]2[CH2:3][CH:2]2[CH2:17][O:18]2)=[CH:9][CH:10]=1. The catalyst class is: 34. Reactant: O[CH:2]([CH2:17][OH:18])[CH2:3][N:4]1[C:13]2[C:8](=[CH:9][CH:10]=[C:11]([O:14][CH3:15])[N:12]=2)[CH2:7][CH2:6][C:5]1=[O:16].C(N(CC)CC)C.CS(Cl)(=O)=O.C(=O)([O-])[O-].[K+].[K+]. (3) Reactant: [CH3:1][C:2]1[CH:7]=[CH:6][C:5]([CH3:8])=[CH:4][C:3]=1[CH2:9][C:10]([OH:12])=O.C(N(C(C)C)CC)(C)C.[CH3:22][O:23][C:24]1[CH:25]=[CH:26][CH:27]=[C:28]2[C:33]=1[CH2:32][CH:31]([NH:34][CH2:35][CH2:36][CH3:37])[CH2:30][CH2:29]2. Product: [CH3:22][O:23][C:24]1[CH:25]=[CH:26][CH:27]=[C:28]2[C:33]=1[CH2:32][CH:31]([N:34]([CH2:35][CH2:36][CH3:37])[C:10](=[O:12])[CH2:9][C:3]1[CH:4]=[C:5]([CH3:8])[CH:6]=[CH:7][C:2]=1[CH3:1])[CH2:30][CH2:29]2. The catalyst class is: 3. (4) Reactant: [N+:1]([C:4]1[CH:13]=[CH:12][CH:11]=[C:10]2[C:5]=1[CH:6]=[C:7]([OH:14])[N:8]=[CH:9]2)([O-:3])=[O:2].[C:15](O)(=[O:17])[CH3:16].N1C=CC=CC=1. Product: [C:15]([O:14][C:7]1[N:8]=[CH:9][C:10]2[C:5]([CH:6]=1)=[C:4]([N+:1]([O-:3])=[O:2])[CH:13]=[CH:12][CH:11]=2)(=[O:17])[CH3:16]. The catalyst class is: 152. (5) Reactant: [OH:1][C:2]1[CH:3]=[C:4]([C:8]2[CH:13]=[CH:12][C:11]([C:14]([OH:16])=O)=[CH:10][CH:9]=2)[CH:5]=[CH:6][CH:7]=1.CN(C(ON1N=NC2C=CC=NC1=2)=[N+](C)C)C.F[P-](F)(F)(F)(F)F.Cl.Cl.[NH2:43][CH2:44][C:45]1[CH:46]=[C:47]([CH:62]=[CH:63][CH:64]=1)[C:48]([NH:50][C:51]1[CH:60]=[C:59]2[C:54]([CH2:55][CH2:56][N:57]([CH3:61])[CH2:58]2)=[CH:53][CH:52]=1)=[O:49].CN1CCOCC1. Product: [CH3:61][N:57]1[CH2:56][CH2:55][C:54]2[C:59](=[CH:60][C:51]([NH:50][C:48]([C:47]3[CH:46]=[C:45]([CH:64]=[CH:63][CH:62]=3)[CH2:44][NH:43][C:14]([C:11]3[CH:10]=[CH:9][C:8]([C:4]4[CH:5]=[CH:6][CH:7]=[C:2]([OH:1])[CH:3]=4)=[CH:13][CH:12]=3)=[O:16])=[O:49])=[CH:52][CH:53]=2)[CH2:58]1. The catalyst class is: 3. (6) Reactant: [Cl:1][C:2]1[N:3]=[C:4](Cl)[C:5]2[C:10]([C:11]3[CH:16]=[CH:15][CH:14]=[CH:13][CH:12]=3)=[CH:9][S:8][C:6]=2[N:7]=1.[NH2:18][CH2:19][C:20]1[CH:25]=[CH:24][CH:23]=[CH:22][N:21]=1.C(N(CC)CC)C.CC(O)C. Product: [Cl:1][C:2]1[N:3]=[C:4]([NH:18][CH2:19][C:20]2[CH:25]=[CH:24][CH:23]=[CH:22][N:21]=2)[C:5]2[C:10]([C:11]3[CH:16]=[CH:15][CH:14]=[CH:13][CH:12]=3)=[CH:9][S:8][C:6]=2[N:7]=1. The catalyst class is: 6.